This data is from Full USPTO retrosynthesis dataset with 1.9M reactions from patents (1976-2016). The task is: Predict the reactants needed to synthesize the given product. (1) Given the product [CH2:1]([C:3]1[N:8]=[CH:7][C:6]([CH2:9][N:10]2[CH:15]=[C:14]([C:16]3[CH:17]=[CH:18][C:19]([O:22][CH3:23])=[CH:20][CH:21]=3)[CH:13]=[CH:12][C:11]2=[O:24])=[CH:5][CH:4]=1)[CH3:2], predict the reactants needed to synthesize it. The reactants are: [C:1]([C:3]1[N:8]=[CH:7][C:6]([CH2:9][N:10]2[CH:15]=[C:14]([C:16]3[CH:21]=[CH:20][C:19]([O:22][CH3:23])=[CH:18][CH:17]=3)[CH:13]=[CH:12][C:11]2=[O:24])=[CH:5][CH:4]=1)#[CH:2]. (2) Given the product [NH2:1][N:2]1[C:11](=[O:12])[C:10]2[C:5](=[C:6]([CH3:15])[C:7]([N:23]3[CH2:24][CH:21]([OH:20])[CH2:22]3)=[C:8]([F:13])[CH:9]=2)[N:4]([CH:16]2[CH2:18][CH2:17]2)[C:3]1=[O:19], predict the reactants needed to synthesize it. The reactants are: [NH2:1][N:2]1[C:11](=[O:12])[C:10]2[C:5](=[C:6]([CH3:15])[C:7](F)=[C:8]([F:13])[CH:9]=2)[N:4]([CH:16]2[CH2:18][CH2:17]2)[C:3]1=[O:19].[OH:20][CH:21]1[CH2:24][NH:23][CH2:22]1.CN(C)C(N(C)C)=N. (3) Given the product [NH2:1][C:2]1[C:13]([O:14][C:15]2[CH:20]=[CH:19][CH:18]=[C:17]([O:21][CH2:29][CH2:30][CH:31]([CH3:33])[CH3:32])[CH:16]=2)=[CH:12][C:5]2[N:6]([CH3:11])[C:7](=[O:10])[N:8]([CH3:9])[C:4]=2[CH:3]=1, predict the reactants needed to synthesize it. The reactants are: [NH2:1][C:2]1[C:13]([O:14][C:15]2[CH:20]=[CH:19][CH:18]=[C:17]([OH:21])[CH:16]=2)=[CH:12][C:5]2[N:6]([CH3:11])[C:7](=[O:10])[N:8]([CH3:9])[C:4]=2[CH:3]=1.C(=O)([O-])[O-].[K+].[K+].Br[CH2:29][CH2:30][CH:31]([CH3:33])[CH3:32]. (4) Given the product [Cl:1][C:2]1[N:7]=[C:6]2[CH:8]=[C:9]([C:11]3[O:13][CH:20]=[N:15][N:22]=3)[NH:10][C:5]2=[CH:4][CH:3]=1, predict the reactants needed to synthesize it. The reactants are: [Cl:1][C:2]1[N:7]=[C:6]2[CH:8]=[C:9]([C:11]([OH:13])=O)[NH:10][C:5]2=[CH:4][CH:3]=1.C[N:15]1[CH2:20]COCC1.O.[NH2:22]N.C1(C)C=CC(S(O)(=O)=O)=CC=1.